This data is from NCI-60 drug combinations with 297,098 pairs across 59 cell lines. The task is: Regression. Given two drug SMILES strings and cell line genomic features, predict the synergy score measuring deviation from expected non-interaction effect. Drug 1: CC(CN1CC(=O)NC(=O)C1)N2CC(=O)NC(=O)C2. Drug 2: N.N.Cl[Pt+2]Cl. Cell line: OVCAR3. Synergy scores: CSS=14.2, Synergy_ZIP=-3.81, Synergy_Bliss=2.20, Synergy_Loewe=0.421, Synergy_HSA=-0.237.